Task: Predict the reaction yield, written as a fraction of the theoretical maximum amount of product (1.0 means a 100% yield; for example, 0.34 means a 34% yield).. Dataset: Reaction yield outcomes from USPTO patents with 853,638 reactions (1) The reactants are [OH:1][CH:2]([C:11]1[CH:16]=[CH:15][C:14]([CH2:17][O:18][Si:19]([CH:26]([CH3:28])[CH3:27])([CH:23]([CH3:25])[CH3:24])[CH:20]([CH3:22])[CH3:21])=[CH:13][CH:12]=1)[C:3]1[CH:4]=[C:5]([CH:8]=[CH:9][CH:10]=1)[C:6]#[N:7].CC(OI1(OC(C)=O)(OC(C)=O)OC(=O)C2C=CC=CC1=2)=O.ClCCl. The catalyst is C(=O)([O-])O.[Na+]. The product is [CH:26]([Si:19]([CH:20]([CH3:22])[CH3:21])([CH:23]([CH3:25])[CH3:24])[O:18][CH2:17][C:14]1[CH:13]=[CH:12][C:11]([C:2]([C:3]2[CH:4]=[C:5]([CH:8]=[CH:9][CH:10]=2)[C:6]#[N:7])=[O:1])=[CH:16][CH:15]=1)([CH3:28])[CH3:27]. The yield is 0.600. (2) The reactants are Cl[C:2]1[CH:11]=[CH:10][N:9]=[C:8]2[C:3]=1[C:4]1[CH:16]=[CH:15][CH:14]=[CH:13][C:5]=1[C:6](=[O:12])[NH:7]2.[C:17]([C:19]1[CH:20]=[C:21]([CH3:25])[CH:22]=[CH:23][CH:24]=1)#[CH:18]. No catalyst specified. The product is [CH3:25][C:21]1[CH:20]=[C:19]([C:17]#[C:18][C:2]2[CH:11]=[CH:10][N:9]=[C:8]3[C:3]=2[C:4]2[CH:16]=[CH:15][CH:14]=[CH:13][C:5]=2[C:6](=[O:12])[NH:7]3)[CH:24]=[CH:23][CH:22]=1. The yield is 0.600. (3) The reactants are C(OC(=O)[NH:10][CH2:11][C@@H:12]1[CH2:16][CH2:15][N:14]([C:17]2[C:26]3[C:21](=[CH:22][CH:23]=[C:24]([F:27])[CH:25]=3)[N:20]=[C:19]([C:28]3[CH:33]=[CH:32][CH:31]=[CH:30][C:29]=3[OH:34])[N:18]=2)[CH2:13]1)C1C=CC=CC=1. The catalyst is [Pd].CO. The product is [NH2:10][CH2:11][C@@H:12]1[CH2:16][CH2:15][N:14]([C:17]2[C:26]3[C:21](=[CH:22][CH:23]=[C:24]([F:27])[CH:25]=3)[N:20]=[C:19]([C:28]3[CH:33]=[CH:32][CH:31]=[CH:30][C:29]=3[OH:34])[N:18]=2)[CH2:13]1. The yield is 0.810.